This data is from Catalyst prediction with 721,799 reactions and 888 catalyst types from USPTO. The task is: Predict which catalyst facilitates the given reaction. (1) Reactant: [C:1](Cl)(=[O:7])[CH2:2][CH2:3][CH2:4][CH2:5][CH3:6].[Cl:9][C:10]1[CH:36]=[CH:35][C:13]([CH2:14][O:15][C:16]2[CH:17]=[C:18]([CH:32]=[CH:33][CH:34]=2)[C:19]([NH:21][C:22]2[CH:27]=[CH:26][CH:25]=[CH:24][C:23]=2[S:28](=[O:31])(=[O:30])[NH2:29])=[O:20])=[CH:12][CH:11]=1. Product: [Cl:9][C:10]1[CH:11]=[CH:12][C:13]([CH2:14][O:15][C:16]2[CH:17]=[C:18]([CH:32]=[CH:33][CH:34]=2)[C:19]([NH:21][C:22]2[CH:27]=[CH:26][CH:25]=[CH:24][C:23]=2[S:28]([NH:29][C:1](=[O:7])[CH2:2][CH2:3][CH2:4][CH2:5][CH3:6])(=[O:31])=[O:30])=[O:20])=[CH:35][CH:36]=1. The catalyst class is: 367. (2) Reactant: [CH:1]([C:3]1[CH:8]=[CH:7][N:6]=[C:5]([CH2:9][O:10][C:11]([C@@H:13]2[CH2:18][CH2:17][CH2:16][N:15]([C:19](=[O:51])[C@@H:20]([NH:36][C:37](=[O:50])[C@@H:38]([NH:42][C:43](OC(C)(C)C)=[O:44])[CH:39]([CH3:41])[CH3:40])[CH2:21][C:22]3[CH:27]=[CH:26][CH:25]=[C:24]([O:28][Si:29]([C:32]([CH3:35])([CH3:34])[CH3:33])([CH3:31])[CH3:30])[CH:23]=3)[NH:14]2)=[O:12])[CH:4]=1)=[CH2:2].FC(F)(F)S(O[Si](C)(C)C)(=O)=O.C(N(CC)C(C)C)(C)C. Product: [CH:1]([C:3]1[CH:8]=[CH:7][N:6]=[C:5]([CH2:9][O:10][C:11]([C@@H:13]2[CH2:18][CH2:17][CH2:16][N:15]([C:19](=[O:51])[C@@H:20]([NH:36][C:37](=[O:50])[C@@H:38]([NH:42][CH:43]=[O:44])[CH:39]([CH3:41])[CH3:40])[CH2:21][C:22]3[CH:27]=[CH:26][CH:25]=[C:24]([O:28][Si:29]([C:32]([CH3:33])([CH3:34])[CH3:35])([CH3:31])[CH3:30])[CH:23]=3)[NH:14]2)=[O:12])[CH:4]=1)=[CH2:2]. The catalyst class is: 4. (3) Reactant: [N+:1]([C:4]1[CH:9]=[CH:8][C:7]([CH:10]2[O:15][CH2:14][CH2:13][NH:12][CH2:11]2)=[CH:6][CH:5]=1)([O-:3])=[O:2].[CH3:16][C:17]([O:20][C:21](O[C:21]([O:20][C:17]([CH3:19])([CH3:18])[CH3:16])=[O:22])=[O:22])([CH3:19])[CH3:18]. Product: [N+:1]([C:4]1[CH:5]=[CH:6][C:7]([CH:10]2[O:15][CH2:14][CH2:13][N:12]([C:21]([O:20][C:17]([CH3:19])([CH3:18])[CH3:16])=[O:22])[CH2:11]2)=[CH:8][CH:9]=1)([O-:3])=[O:2]. The catalyst class is: 64. (4) Reactant: C[O:2][C:3]1[CH:8]=[CH:7][C:6]([C:9]2[CH:16]3[CH:12]([CH2:13][CH2:14][CH2:15]3)[C:11](=[O:17])[CH:10]=2)=[CH:5][CH:4]=1.[Cl:18]N1C(=O)CCC1=O.CCOC(C)=O.Cl. Product: [Cl:18][C:10]1[C:11](=[O:17])[CH:12]2[CH:16]([C:9]=1[C:6]1[CH:7]=[CH:8][C:3]([OH:2])=[CH:4][CH:5]=1)[CH2:15][CH2:14][CH2:13]2. The catalyst class is: 3. (5) Reactant: [CH3:1][C:2]1([CH3:17])[CH2:6][C:5]2=[C:7]([C:14]([O-:16])=[O:15])[CH:8]=[CH:9][C:10]([N+:11]([O-])=O)=[C:4]2[O:3]1.[C:18](=O)([O-])[O-].[Na+].[Na+].C(=O)(O)[O-].[Na+]. Product: [NH2:11][C:10]1[CH:9]=[CH:8][C:7]([C:14]([O:16][CH3:18])=[O:15])=[C:5]2[C:4]=1[O:3][C:2]([CH3:17])([CH3:1])[CH2:6]2. The catalyst class is: 180. (6) Reactant: [Cl:1][C:2]1[C:7]([C:8]([O:10]CC2C=CC=CC=2)=[O:9])=[C:6]([F:18])[C:5]([N:19](S(CCC)(=O)=O)[S:20]([CH2:23][CH2:24][CH3:25])(=[O:22])=[O:21])=[CH:4][CH:3]=1.[OH-].[K+]. Product: [Cl:1][C:2]1[C:7]([C:8]([OH:10])=[O:9])=[C:6]([F:18])[C:5]([NH:19][S:20]([CH2:23][CH2:24][CH3:25])(=[O:21])=[O:22])=[CH:4][CH:3]=1. The catalyst class is: 1. (7) Reactant: [C:1]1(=[O:10])[C:9]2[C:4](=[CH:5][CH:6]=[CH:7][CH:8]=2)[CH2:3][NH:2]1.[H-].[Na+].Br[CH2:14][C:15]1[CH:20]=[CH:19][C:18]([CH:21]([CH:27]([CH3:32])[C:28]([F:31])([F:30])[F:29])[C:22]([O:24][CH2:25][CH3:26])=[O:23])=[CH:17][CH:16]=1.O. Product: [F:29][C:28]([F:30])([F:31])[CH:27]([CH3:32])[CH:21]([C:18]1[CH:17]=[CH:16][C:15]([CH2:14][N:2]2[CH2:3][C:4]3[C:9](=[CH:8][CH:7]=[CH:6][CH:5]=3)[C:1]2=[O:10])=[CH:20][CH:19]=1)[C:22]([O:24][CH2:25][CH3:26])=[O:23]. The catalyst class is: 39.